This data is from Catalyst prediction with 721,799 reactions and 888 catalyst types from USPTO. The task is: Predict which catalyst facilitates the given reaction. (1) Reactant: CCN(C(C)C)C(C)C.[Li]CCCC.[Cl:15][C:16]1[C:17]2[CH:24]=[CH:23][S:22][C:18]=2[N:19]=[CH:20][N:21]=1.Cl[C:26]([O:28][CH3:29])=[O:27].[Cl-].[NH4+]. Product: [Cl:15][C:16]1[C:17]2[CH:24]=[C:23]([C:26]([O:28][CH3:29])=[O:27])[S:22][C:18]=2[N:19]=[CH:20][N:21]=1. The catalyst class is: 1. (2) Reactant: [CH3:1][CH:2]1[CH2:7][CH2:6][CH2:5][N:4]([C:8]2[CH:13]=[CH:12][NH:11][C:10](=[S:14])[C:9]=2[C:15]#[N:16])[CH2:3]1.[OH-].[Na+].Cl[CH2:20][C:21]([NH2:23])=[O:22].O. Product: [NH2:16][C:15]1[C:9]2[C:10](=[N:11][CH:12]=[CH:13][C:8]=2[N:4]2[CH2:5][CH2:6][CH2:7][CH:2]([CH3:1])[CH2:3]2)[S:14][C:20]=1[C:21]([NH2:23])=[O:22]. The catalyst class is: 9.